This data is from Forward reaction prediction with 1.9M reactions from USPTO patents (1976-2016). The task is: Predict the product of the given reaction. (1) Given the reactants [C:1]([C:3]1[CH:8]=[CH:7][C:6]([NH:9][C:10]([CH:12]2[NH:16][CH:15]([CH2:17][C:18]([CH3:21])([CH3:20])[CH3:19])[C:14]3([C:29]4[C:24](=[CH:25][C:26]([Cl:30])=[CH:27][CH:28]=4)[NH:23][C:22]3=[O:31])[CH:13]2[C:32]2[CH:37]=[CH:36][CH:35]=[C:34]([Cl:38])[C:33]=2[F:39])=[O:11])=[C:5]([O:40][CH3:41])[CH:4]=1)#[N:2].[OH:42]O.[OH-].[Na+], predict the reaction product. The product is: [C:1]([C:3]1[CH:8]=[CH:7][C:6]([NH:9][C:10]([CH:12]2[NH:16][CH:15]([CH2:17][C:18]([CH3:21])([CH3:20])[CH3:19])[C:14]3([C:29]4[C:24](=[CH:25][C:26]([Cl:30])=[CH:27][CH:28]=4)[NH:23][C:22]3=[O:31])[CH:13]2[C:32]2[CH:37]=[CH:36][CH:35]=[C:34]([Cl:38])[C:33]=2[F:39])=[O:11])=[C:5]([O:40][CH3:41])[CH:4]=1)(=[O:42])[NH2:2]. (2) Given the reactants Cl[Si](C)(C)C.[O:6]=[C:7]1[CH2:11][N:10]([C:12]([O:14][C:15]([CH3:18])([CH3:17])[CH3:16])=[O:13])[C@H:9]([C:19]([O:21][C:22]([CH3:25])([CH3:24])[CH3:23])=[O:20])[CH2:8]1.Br[CH2:27][C:28]([O:30][CH2:31][CH3:32])=[O:29], predict the reaction product. The product is: [CH2:31]([O:30][C:28](=[O:29])[CH2:27][C:7]1([OH:6])[CH2:11][N:10]([C:12]([O:14][C:15]([CH3:16])([CH3:17])[CH3:18])=[O:13])[C@H:9]([C:19]([O:21][C:22]([CH3:25])([CH3:24])[CH3:23])=[O:20])[CH2:8]1)[CH3:32]. (3) Given the reactants Cl.[N+:2]([O:5][CH2:6][CH2:7][CH2:8][O:9][C:10](=[O:21])[C@H:11]([CH2:13][CH2:14][C:15]1[CH:20]=[CH:19][CH:18]=[CH:17][CH:16]=1)[NH2:12])([O-:4])=[O:3].[C:22]([O:26][C:27](=[O:48])[C@@H:28]1[CH2:32][CH2:31][CH2:30][N:29]1[C:33](=[O:47])[C@H:34](OS(C1C=CC(C)=CC=1)(=O)=O)[CH3:35])([CH3:25])([CH3:24])[CH3:23].C(N(CC)CC)C, predict the reaction product. The product is: [C:22]([O:26][C:27](=[O:48])[C@@H:28]1[CH2:32][CH2:31][CH2:30][N:29]1[C:33](=[O:47])[C@H:34]([CH3:35])[NH:12][C@H:11]([C:10]([O:9][CH2:8][CH2:7][CH2:6][O:5][N+:2]([O-:4])=[O:3])=[O:21])[CH2:13][CH2:14][C:15]1[CH:20]=[CH:19][CH:18]=[CH:17][CH:16]=1)([CH3:24])([CH3:23])[CH3:25]. (4) Given the reactants [CH3:1][C:2]1([CH3:14])[C:6]([CH3:8])([CH3:7])[O:5][B:4]([C:9]2[CH:10]=[N:11][NH:12][CH:13]=2)[O:3]1.[O:15]1[C:17]([CH3:19])([CH3:18])[CH2:16]1.FC(F)(F)S([O-])(=O)=O.[Yb+3].FC(F)(F)S([O-])(=O)=O.FC(F)(F)S([O-])(=O)=O.C(OCC)(=O)C, predict the reaction product. The product is: [CH3:16][C:17]([OH:15])([CH3:19])[CH2:18][N:12]1[CH:13]=[C:9]([B:4]2[O:5][C:6]([CH3:7])([CH3:8])[C:2]([CH3:14])([CH3:1])[O:3]2)[CH:10]=[N:11]1. (5) Given the reactants [CH3:1][O:2][CH2:3][C@H:4]([CH3:38])[O:5][C:6]1[CH:7]=[C:8]2[C:12](=[C:13]([N:15]([CH3:25])[S:16]([C:19]3[CH:24]=[CH:23][CH:22]=[CH:21][N:20]=3)(=[O:18])=[O:17])[CH:14]=1)[NH:11][C:10]([C:26]1[S:27][CH:28]([CH2:31][N:32]3[CH2:37][CH2:36][S:35][CH2:34][CH2:33]3)[CH2:29][N:30]=1)=[CH:9]2.ClC1C=CC=C(C(OO)=[O:47])C=1.S([O-])([O-])(=O)=S.[Na+].[Na+], predict the reaction product. The product is: [CH3:1][O:2][CH2:3][C@H:4]([CH3:38])[O:5][C:6]1[CH:7]=[C:8]2[C:12](=[C:13]([N:15]([CH3:25])[S:16]([C:19]3[CH:24]=[CH:23][CH:22]=[CH:21][N:20]=3)(=[O:18])=[O:17])[CH:14]=1)[NH:11][C:10]([C:26]1[S:27][CH:28]([CH2:31][N:32]3[CH2:37][CH2:36][S:35](=[O:47])[CH2:34][CH2:33]3)[CH2:29][N:30]=1)=[CH:9]2. (6) Given the reactants [Br:1][C:2]1[CH:10]=[CH:9][CH:8]=[CH:7][C:3]=1[C:4]([OH:6])=[O:5].C(O)(=O)C.C(O)(=O)C.[I:19]C1C=CC=CC=1.II, predict the reaction product. The product is: [Br:1][C:2]1[CH:10]=[CH:9][CH:8]=[C:7]([I:19])[C:3]=1[C:4]([OH:6])=[O:5]. (7) Given the reactants [CH3:1][O:2][C:3]([C:5]1([CH3:19])[C:10](=[O:11])[CH2:9][CH2:8][N:7]([C:12]([O:14][C:15]([CH3:18])([CH3:17])[CH3:16])=[O:13])[CH2:6]1)=[O:4].[Cl:20][C:21]1[CH:26]=[CH:25][C:24]([Mg]Br)=[CH:23][CH:22]=1, predict the reaction product. The product is: [CH3:1][O:2][C:3]([C:5]1([CH3:19])[C:10]([C:24]2[CH:25]=[CH:26][C:21]([Cl:20])=[CH:22][CH:23]=2)([OH:11])[CH2:9][CH2:8][N:7]([C:12]([O:14][C:15]([CH3:18])([CH3:17])[CH3:16])=[O:13])[CH2:6]1)=[O:4]. (8) Given the reactants [C:1]1([CH:7](O)[CH3:8])[CH:6]=[CH:5][CH:4]=[CH:3][CH:2]=1.C1(C(F)(F)[F:17])C=CC=CC=1, predict the reaction product. The product is: [F:17][CH:7]([C:1]1[CH:6]=[CH:5][CH:4]=[CH:3][CH:2]=1)[CH3:8].